This data is from Full USPTO retrosynthesis dataset with 1.9M reactions from patents (1976-2016). The task is: Predict the reactants needed to synthesize the given product. (1) The reactants are: [C:1]([OH:9])(=O)[C:2]1[CH:7]=[CH:6][CH:5]=[N:4][CH:3]=1.C1C=CC2N(O)N=NC=2C=1.CCN=C=NCCCN(C)C.Cl.C(N(CC)CC)C.Cl.[Cl:40][C:41]1[CH:42]=[C:43]([C:48]2[CH:52]([CH2:53][NH2:54])[CH2:51][O:50][N:49]=2)[CH:44]=[CH:45][C:46]=1[Cl:47].[OH-].[Na+]. Given the product [Cl:40][C:41]1[CH:42]=[C:43]([C:48]2[CH:52]([CH2:53][NH:54][C:1](=[O:9])[C:2]3[CH:7]=[CH:6][CH:5]=[N:4][CH:3]=3)[CH2:51][O:50][N:49]=2)[CH:44]=[CH:45][C:46]=1[Cl:47], predict the reactants needed to synthesize it. (2) Given the product [F:16][C:17]1[CH:22]=[C:21]([CH:23]2[CH2:27][CH2:26][CH2:25][N:24]2[C:2]2[CH:7]=[CH:6][N:5]3[N:8]=[CH:9][C:10]([C:11]([O:13][CH2:14][CH3:15])=[O:12])=[C:4]3[N:3]=2)[CH:20]=[N:19][CH:18]=1, predict the reactants needed to synthesize it. The reactants are: Cl[C:2]1[CH:7]=[CH:6][N:5]2[N:8]=[CH:9][C:10]([C:11]([O:13][CH2:14][CH3:15])=[O:12])=[C:4]2[N:3]=1.[F:16][C:17]1[CH:18]=[N:19][CH:20]=[C:21]([CH:23]2[CH2:27][CH2:26][CH2:25][NH:24]2)[CH:22]=1.[F-].[K+].O. (3) Given the product [CH:1]1([CH:7]([C:18]2[CH:22]=[C:21]([CH2:23][CH:24]([CH3:25])[CH3:26])[S:20][C:19]=2[CH2:27][CH3:28])[O:8][C:9]2[CH:17]=[CH:16][C:12]([C:13]([N:30]([CH3:29])[CH2:31][CH2:32][C:33]([OH:35])=[O:34])=[O:14])=[CH:11][CH:10]=2)[CH2:6][CH2:5][CH2:4][CH2:3][CH2:2]1, predict the reactants needed to synthesize it. The reactants are: [CH:1]1([CH:7]([C:18]2[CH:22]=[C:21]([CH2:23][CH:24]([CH3:26])[CH3:25])[S:20][C:19]=2[CH2:27][CH3:28])[O:8][C:9]2[CH:17]=[CH:16][C:12]([C:13](O)=[O:14])=[CH:11][CH:10]=2)[CH2:6][CH2:5][CH2:4][CH2:3][CH2:2]1.[CH3:29][NH:30][CH2:31][CH2:32][C:33]([O:35]CC)=[O:34]. (4) The reactants are: [CH3:1][C:2]1[CH:7]=[C:6]([N+:8]([O-:10])=[O:9])[CH:5]=[CH:4][C:3]=1[OH:11].[CH3:12][N:13]([CH3:17])[CH2:14][CH2:15]Cl.C(=O)([O-])[O-].[K+].[K+]. Given the product [CH3:12][N:13]([CH2:14][CH2:15][O:11][C:3]1[CH:4]=[CH:5][C:6]([N+:8]([O-:10])=[O:9])=[CH:7][C:2]=1[CH3:1])[CH3:17], predict the reactants needed to synthesize it. (5) Given the product [Cl:12][CH2:13][C:14]1[CH:15]=[CH:16][C:17]([O:20][CH3:21])=[N+:18]([O-:9])[CH:19]=1, predict the reactants needed to synthesize it. The reactants are: ClC1C=CC=C(C(OO)=[O:9])C=1.[Cl:12][CH2:13][C:14]1[CH:15]=[CH:16][C:17]([O:20][CH3:21])=[N:18][CH:19]=1. (6) Given the product [NH:1]1[C:9]2[C:4](=[CH:5][CH:6]=[C:7]([C:10]([N:19]3[CH2:15][CH2:13][O:14][CH2:17][CH2:18]3)=[O:12])[CH:8]=2)[CH:3]=[CH:2]1, predict the reactants needed to synthesize it. The reactants are: [NH:1]1[C:9]2[C:4](=[CH:5][CH:6]=[C:7]([C:10]([OH:12])=O)[CH:8]=2)[CH:3]=[CH:2]1.[C:13](C1NC=CN=1)([C:15]1N[CH:17]=[CH:18][N:19]=1)=[O:14].N1CCOCC1.